Dataset: Reaction yield outcomes from USPTO patents with 853,638 reactions. Task: Predict the reaction yield, written as a fraction of the theoretical maximum amount of product (1.0 means a 100% yield; for example, 0.34 means a 34% yield). (1) The catalyst is CCO.C1C=CC([P]([Pd]([P](C2C=CC=CC=2)(C2C=CC=CC=2)C2C=CC=CC=2)([P](C2C=CC=CC=2)(C2C=CC=CC=2)C2C=CC=CC=2)[P](C2C=CC=CC=2)(C2C=CC=CC=2)C2C=CC=CC=2)(C2C=CC=CC=2)C2C=CC=CC=2)=CC=1. The product is [CH:32]1([NH:31][C:25]2[CH:30]=[CH:29][C:28]([C:2]3[C:10]4[C:5](=[CH:6][CH:7]=[C:8]([NH:11][C:12](=[O:24])[CH:13]([N:19]5[CH2:23][CH2:22][CH2:21][CH2:20]5)[C:14]5[CH:18]=[CH:17][S:16][CH:15]=5)[CH:9]=4)[NH:4][N:3]=3)=[CH:27][CH:26]=2)[CH2:37][CH2:36][CH2:35][CH2:34][CH2:33]1. The reactants are I[C:2]1[C:10]2[C:5](=[CH:6][CH:7]=[C:8]([NH:11][C:12](=[O:24])[CH:13]([N:19]3[CH2:23][CH2:22][CH2:21][CH2:20]3)[C:14]3[CH:18]=[CH:17][S:16][CH:15]=3)[CH:9]=2)[NH:4][N:3]=1.[CH:25]1([NH:31][C:32]2[CH:37]=[CH:36][C:35](B3OC(C)(C)C(C)(C)O3)=[CH:34][CH:33]=2)[CH2:30][CH2:29][CH2:28][CH2:27][CH2:26]1.C([O-])([O-])=O.[Na+].[Na+]. The yield is 0.350. (2) The reactants are [CH3:1][C:2]1[O:6][N:5]=[C:4]([C:7]2[CH:12]=[CH:11][CH:10]=[CH:9][CH:8]=2)[C:3]=1[C:13]([OH:15])=O.[NH:16]1[C:20]2[CH:21]=[CH:22][CH:23]=[CH:24][C:19]=2[N:18]=[C:17]1[C:25]1[C:29]([NH2:30])=[CH:28][NH:27][N:26]=1.C(Cl)CCl.C1C=CC2N(O)N=NC=2C=1. The catalyst is CS(C)=O. The product is [NH:18]1[C:19]2[CH:24]=[CH:23][CH:22]=[CH:21][C:20]=2[N:16]=[C:17]1[C:25]1[C:29]([NH:30][C:13]([C:3]2[C:4]([C:7]3[CH:8]=[CH:9][CH:10]=[CH:11][CH:12]=3)=[N:5][O:6][C:2]=2[CH3:1])=[O:15])=[CH:28][NH:27][N:26]=1. The yield is 0.160. (3) The catalyst is O1CCOCC1. The reactants are [CH2:1]([N:8]([CH2:37][C:38]1[CH:43]=[CH:42][CH:41]=[CH:40][CH:39]=1)[CH:9]1[CH2:14][CH2:13][CH:12]([C:15]2[N:19]3[C:20]4[CH:26]=[CH:25][N:24](S(C5C=CC(C)=CC=5)(=O)=O)[C:21]=4[N:22]=[CH:23][C:18]3=[N:17][CH:16]=2)[CH2:11][CH2:10]1)[C:2]1[CH:7]=[CH:6][CH:5]=[CH:4][CH:3]=1.[OH-].[Na+]. The product is [CH2:37]([N:8]([CH2:1][C:2]1[CH:3]=[CH:4][CH:5]=[CH:6][CH:7]=1)[C@H:9]1[CH2:14][CH2:13][C@@H:12]([C:15]2[N:19]3[C:20]4[CH:26]=[CH:25][NH:24][C:21]=4[N:22]=[CH:23][C:18]3=[N:17][CH:16]=2)[CH2:11][CH2:10]1)[C:38]1[CH:43]=[CH:42][CH:41]=[CH:40][CH:39]=1. The yield is 0.240.